From a dataset of Catalyst prediction with 721,799 reactions and 888 catalyst types from USPTO. Predict which catalyst facilitates the given reaction. (1) Reactant: [C:1]([C:3]1[CH:4]=[C:5]([NH:9][CH2:10][C:11]2[CH:21]=[CH:20][C:14]([C:15]([O:17][CH2:18][CH3:19])=[O:16])=[CH:13][C:12]=2[N+:22]([O-])=O)[CH:6]=[CH:7][CH:8]=1)#[N:2].O.[Cl-].[NH4+]. Product: [NH2:22][C:12]1[CH:13]=[C:14]([CH:20]=[CH:21][C:11]=1[CH2:10][NH:9][C:5]1[CH:6]=[CH:7][CH:8]=[C:3]([C:1]#[N:2])[CH:4]=1)[C:15]([O:17][CH2:18][CH3:19])=[O:16]. The catalyst class is: 186. (2) Reactant: C([O:3][C:4](=[O:22])[CH:5](C#N)[C:6]1([C:12]2[CH:17]=[CH:16][C:15]([O:18][CH3:19])=[CH:14][CH:13]=2)[CH2:11][CH2:10][CH2:9][CH2:8][CH2:7]1)C.[OH-].[K+].C(O)CO. Product: [CH3:19][O:18][C:15]1[CH:14]=[CH:13][C:12]([C:6]2([CH2:5][C:4]([OH:22])=[O:3])[CH2:11][CH2:10][CH2:9][CH2:8][CH2:7]2)=[CH:17][CH:16]=1. The catalyst class is: 6. (3) Reactant: [NH:1]1[CH2:11][CH2:10][CH:4]([C:5]([O:7][CH2:8][CH3:9])=[O:6])[CH2:3][CH2:2]1.[C:12]([C@H:16]1[CH2:21][CH2:20][C@H:19]([O:22][C:23]2[CH:32]=[C:31]([I:33])[C:30]3[C:25](=[CH:26][CH:27]=[CH:28][CH:29]=3)[C:24]=2[CH:34]=O)[CH2:18][CH2:17]1)([CH3:15])([CH3:14])[CH3:13].C(O[BH-](OC(=O)C)OC(=O)C)(=O)C.[Na+]. Product: [C:12]([C@H:16]1[CH2:21][CH2:20][C@H:19]([O:22][C:23]2[CH:32]=[C:31]([I:33])[C:30]3[C:25](=[CH:26][CH:27]=[CH:28][CH:29]=3)[C:24]=2[CH2:34][N:1]2[CH2:2][CH2:3][CH:4]([C:5]([O:7][CH2:8][CH3:9])=[O:6])[CH2:10][CH2:11]2)[CH2:18][CH2:17]1)([CH3:15])([CH3:14])[CH3:13]. The catalyst class is: 13. (4) Reactant: N[C:2]1[CH:7]=[C:6](OC)[CH:5]=[CH:4][C:3]=1[C:10]1[CH:11]=[C:12]2[C:17](=[CH:18][CH:19]=1)[CH:16]=[C:15]([O:20][CH3:21])[C:14]([O:22][CH3:23])=[CH:13]2.Cl.[N:25]([O-:27])=[O:26].[Na+].O. Product: [N+:25]([C:2]1[CH:7]=[CH:6][CH:5]=[CH:4][C:3]=1[C:10]1[CH:11]=[C:12]2[C:17](=[CH:18][CH:19]=1)[CH:16]=[C:15]([O:20][CH3:21])[C:14]([O:22][CH3:23])=[CH:13]2)([O-:27])=[O:26]. The catalyst class is: 15. (5) Reactant: [N:1]12[CH2:8][CH2:7][CH:4]([CH2:5][CH2:6]1)[C:3](=O)[CH2:2]2.C1(C)C=CC(S([CH2:19][N+:20]#[C-])(=O)=O)=CC=1.COCCOC.CC(C)([O-])C.[K+]. Product: [N:1]12[CH2:8][CH2:7][CH:4]([CH2:5][CH2:6]1)[CH:3]([C:19]#[N:20])[CH2:2]2. The catalyst class is: 8. (6) Reactant: C[O:2][C:3]([C:5]1[CH:6]=[CH:7][C:8]([NH:14][S:15]([CH3:18])(=[O:17])=[O:16])=[C:9]2[O:13][CH:12]=[CH:11][C:10]=12)=O.[H-].C([Al+]CC(C)C)C(C)C. Product: [OH:2][CH2:3][C:5]1[C:10]2[CH:11]=[CH:12][O:13][C:9]=2[C:8]([NH:14][S:15]([CH3:18])(=[O:17])=[O:16])=[CH:7][CH:6]=1. The catalyst class is: 7. (7) Reactant: [H-].[Na+].[CH3:3][N:4]1[CH2:9][CH2:8][C:7]([NH:10][C:11]2[CH:16]=[CH:15][CH:14]=[C:13]([C:17]([F:20])([F:19])[F:18])[CH:12]=2)=[CH:6][C:5]1=[O:21].CC1CCCO1.C1(S([CH:37]([C:46]2[CH:51]=[CH:50][C:49]([C:52]#[N:53])=[CH:48][C:47]=2[Br:54])[NH:38][C:39](=[O:45])[O:40][C:41]([CH3:44])([CH3:43])[CH3:42])(=O)=O)C=CC=CC=1. Product: [Br:54][C:47]1[CH:48]=[C:49]([C:52]#[N:53])[CH:50]=[CH:51][C:46]=1[CH:37]([C:6]1[C:5](=[O:21])[N:4]([CH3:3])[CH2:9][CH2:8][C:7]=1[NH:10][C:11]1[CH:16]=[CH:15][CH:14]=[C:13]([C:17]([F:18])([F:19])[F:20])[CH:12]=1)[NH:38][C:39](=[O:45])[O:40][C:41]([CH3:43])([CH3:42])[CH3:44]. The catalyst class is: 13.